From a dataset of Catalyst prediction with 721,799 reactions and 888 catalyst types from USPTO. Predict which catalyst facilitates the given reaction. (1) Reactant: [Cl:1][C:2]1[N:7]=[C:6]([N:8]([CH3:10])[CH3:9])[CH:5]=[C:4]([CH3:11])[N:3]=1.[NH2:12][C@@H:13]1[CH2:18][CH2:17][C@H:16]([NH:19][C:20](=[O:34])[C:21]2[CH:26]=[CH:25][CH:24]=[N:23][C:22]=2[O:27][C:28]2[CH:33]=[CH:32][CH:31]=[CH:30][CH:29]=2)[CH2:15][CH2:14]1.C([O-])(O)=O.[Na+]. Product: [ClH:1].[CH3:9][N:8]([CH3:10])[C:6]1[CH:5]=[C:4]([CH3:11])[N:3]=[C:2]([NH:12][C@@H:13]2[CH2:14][CH2:15][C@H:16]([NH:19][C:20](=[O:34])[C:21]3[CH:26]=[CH:25][CH:24]=[N:23][C:22]=3[O:27][C:28]3[CH:33]=[CH:32][CH:31]=[CH:30][CH:29]=3)[CH2:17][CH2:18]2)[N:7]=1. The catalyst class is: 51. (2) Reactant: O.[NH2:2][NH2:3].[F:4][C:5]1[CH:24]=[CH:23][C:8](/[CH:9]=[C:10]2\[O:11][C:12](=O)[C:13]3[C:18]\2=[C:17]([N+:19]([O-:21])=[O:20])[CH:16]=[CH:15][CH:14]=3)=[CH:7][C:6]=1[C:25]([N:27]1[CH2:32][CH2:31][CH:30]([O:33][CH3:34])[CH2:29][CH2:28]1)=[O:26].CN(C)C=O. Product: [F:4][C:5]1[CH:24]=[CH:23][C:8]([CH2:9][C:10]2[C:18]3[C:13](=[CH:14][CH:15]=[CH:16][C:17]=3[N+:19]([O-:21])=[O:20])[C:12](=[O:11])[NH:3][N:2]=2)=[CH:7][C:6]=1[C:25]([N:27]1[CH2:32][CH2:31][CH:30]([O:33][CH3:34])[CH2:29][CH2:28]1)=[O:26]. The catalyst class is: 6.